Task: Predict the reaction yield, written as a fraction of the theoretical maximum amount of product (1.0 means a 100% yield; for example, 0.34 means a 34% yield).. Dataset: Reaction yield outcomes from USPTO patents with 853,638 reactions No catalyst specified. The reactants are [NH2:1][C:2]1[C:3]([C:17]#[N:18])=[C:4]([CH:14]=[CH:15][CH:16]=1)[O:5][CH2:6][CH2:7][CH2:8][CH2:9][NH:10][C:11](=[O:13])[CH3:12].[S:19](Cl)(=[O:22])(=[O:21])[NH2:20]. The yield is 1.00. The product is [C:17]([C:3]1[C:2]([NH:1][S:19](=[O:22])(=[O:21])[NH2:20])=[CH:16][CH:15]=[CH:14][C:4]=1[O:5][CH2:6][CH2:7][CH2:8][CH2:9][NH:10][C:11](=[O:13])[CH3:12])#[N:18].